From a dataset of Catalyst prediction with 721,799 reactions and 888 catalyst types from USPTO. Predict which catalyst facilitates the given reaction. (1) Reactant: [CH:1]1[C:9]([NH2:10])=[CH:8][C:7]2[CH2:11][CH2:12][N:5]3[C:6]=2[C:2]=1[C:3]1[CH2:17][CH2:16][CH2:15][CH2:14][CH2:13][C:4]=13.[C:18](Cl)(=[O:23])[CH2:19][CH:20]([CH3:22])[CH3:21]. Product: [CH:1]1[C:9]([NH:10][C:18](=[O:23])[CH2:19][CH:20]([CH3:22])[CH3:21])=[CH:8][C:7]2[CH2:11][CH2:12][N:5]3[C:6]=2[C:2]=1[C:3]1[CH2:17][CH2:16][CH2:15][CH2:14][CH2:13][C:4]=13. The catalyst class is: 68. (2) Reactant: C(O)(C(F)(F)F)=O.[F:8][C:9]([F:49])([F:48])[C:10]1[N:14]2[N:15]=[C:16]([N:19]3[CH2:24][CH2:23][N:22]([C:25]4[CH:47]=[CH:46][C:28]([O:29][CH2:30][CH2:31][CH2:32][N:33]5[CH2:38][CH2:37][N:36](C(OC(C)(C)C)=O)[CH2:35][CH2:34]5)=[CH:27][CH:26]=4)[CH2:21][CH2:20]3)[CH:17]=[CH:18][C:13]2=[N:12][N:11]=1. Product: [N:33]1([CH2:32][CH2:31][CH2:30][O:29][C:28]2[CH:27]=[CH:26][C:25]([N:22]3[CH2:23][CH2:24][N:19]([C:16]4[CH:17]=[CH:18][C:13]5[N:14]([C:10]([C:9]([F:48])([F:49])[F:8])=[N:11][N:12]=5)[N:15]=4)[CH2:20][CH2:21]3)=[CH:47][CH:46]=2)[CH2:38][CH2:37][NH:36][CH2:35][CH2:34]1. The catalyst class is: 2.